This data is from Reaction yield outcomes from USPTO patents with 853,638 reactions. The task is: Predict the reaction yield, written as a fraction of the theoretical maximum amount of product (1.0 means a 100% yield; for example, 0.34 means a 34% yield). (1) The reactants are FC(F)(F)C(O)=O.C([O:12][C:13](=[O:37])[CH:14]([CH2:18][S:19]([N:22]1[CH2:34][CH2:33][C:32]2[C:31]3[C:26](=[CH:27][CH:28]=[C:29]([O:35][CH3:36])[CH:30]=3)[NH:25][C:24]=2[CH2:23]1)(=[O:21])=[O:20])[CH:15]([CH3:17])[CH3:16])(C)(C)C.ClCCl.CO. The catalyst is ClCCl. The product is [CH3:36][O:35][C:29]1[CH:30]=[C:31]2[C:26](=[CH:27][CH:28]=1)[NH:25][C:24]1[CH2:23][N:22]([S:19]([CH2:18][CH:14]([CH:15]([CH3:17])[CH3:16])[C:13]([OH:37])=[O:12])(=[O:21])=[O:20])[CH2:34][CH2:33][C:32]2=1. The yield is 0.620. (2) The reactants are [NH2:1][C:2]1[CH:3]=[C:4]([C:8]2[N:16]3[C:11]([C:12]([NH2:17])=[N:13][CH:14]=[N:15]3)=[C:10]([C:18]3[CH:19]=[CH:20][C:21]4[C:25]([CH:26]=3)=[N:24][N:23]([CH2:27][C:28]3[CH:33]=[CH:32][CH:31]=[CH:30][CH:29]=3)[CH:22]=4)[CH:9]=2)[CH:5]=[CH:6][CH:7]=1.[CH3:34][N:35]([CH3:39])[C:36](Cl)=[O:37]. No catalyst specified. The product is [NH2:17][C:12]1[C:11]2=[C:10]([C:18]3[CH:19]=[CH:20][C:21]4[C:25]([CH:26]=3)=[N:24][N:23]([CH2:27][C:28]3[CH:33]=[CH:32][CH:31]=[CH:30][CH:29]=3)[CH:22]=4)[CH:9]=[C:8]([C:4]3[CH:3]=[C:2]([NH:1][C:36](=[O:37])[N:35]([CH3:39])[CH3:34])[CH:7]=[CH:6][CH:5]=3)[N:16]2[N:15]=[CH:14][N:13]=1. The yield is 0.0900. (3) The yield is -0.200. The catalyst is C(#N)C. The product is [CH:10]1([NH:16][C:2]([CH3:9])([CH3:8])[C:3]([O:5][CH2:6][CH3:7])=[O:4])[CH2:15][CH2:14][CH2:13][CH2:12][CH2:11]1. The reactants are Br[C:2]([CH3:9])([CH3:8])[C:3]([O:5][CH2:6][CH3:7])=[O:4].[CH:10]1([NH2:16])[CH2:15][CH2:14][CH2:13][CH2:12][CH2:11]1.C(=O)([O-])[O-].[K+].[K+].[I-].[Na+]. (4) The reactants are [Cl:1][CH2:2][CH2:3][CH2:4][C:5]1[S:9][C:8]([C:10]2[CH:15]=[CH:14][CH:13]=[CH:12][CH:11]=2)=[N:7][C:6]=1[C:16](Cl)=[O:17].CCN(C(C)C)C(C)C.[N:28]1[C:36]2[C:31](=[N:32][CH:33]=[CH:34][CH:35]=2)[S:30][C:29]=1[C:37]1[CH:43]=[CH:42][CH:41]=[CH:40][C:38]=1[NH2:39]. The catalyst is CC#N. The product is [Cl:1][CH2:2][CH2:3][CH2:4][C:5]1[S:9][C:8]([C:10]2[CH:15]=[CH:14][CH:13]=[CH:12][CH:11]=2)=[N:7][C:6]=1[C:16]([NH:39][C:38]1[CH:40]=[CH:41][CH:42]=[CH:43][C:37]=1[C:29]1[S:30][C:31]2[C:36]([N:28]=1)=[CH:35][CH:34]=[CH:33][N:32]=2)=[O:17]. The yield is 0.260. (5) The reactants are BrCCCOC1C=CC2SC=[N:11]C=2C=1.[Na+].[I-].[Cl:17][C:18]1[C:23]([Cl:24])=[CH:22][CH:21]=[CH:20][C:19]=1[N:25]1[CH2:31][CH2:30][CH2:29][N:28]([CH2:32][CH2:33][CH2:34][CH2:35][O:36][C:37]2[CH:46]=[C:45]3[C:40]([CH2:41]CC(=O)[NH:44]3)=[CH:39][CH:38]=2)[CH2:27][CH2:26]1.CCN(C(C)C)C(C)C. The catalyst is CC#N. The product is [Cl:17][C:18]1[C:23]([Cl:24])=[CH:22][CH:21]=[CH:20][C:19]=1[N:25]1[CH2:31][CH2:30][CH2:29][N:28]([CH2:32][CH2:33][CH2:34][CH2:35][O:36][C:37]2[CH:46]=[C:45]3[C:40]([CH:41]=[N:11][NH:44]3)=[CH:39][CH:38]=2)[CH2:27][CH2:26]1. The yield is 0.590. (6) The reactants are [NH2:1][CH2:2][C:3]1[CH:8]=[CH:7][C:6]([OH:9])=[CH:5][CH:4]=1.Br[CH2:11][C:12]([O:14][C:15]([CH3:18])([CH3:17])[CH3:16])=[O:13]. The catalyst is CN(C=O)C.CC(=O)OCC. The product is [OH:9][C:6]1[CH:7]=[CH:8][C:3]([CH2:2][NH:1][CH2:11][C:12]([O:14][C:15]([CH3:18])([CH3:17])[CH3:16])=[O:13])=[CH:4][CH:5]=1. The yield is 0.480. (7) The reactants are [OH-].[K+].[CH3:3][O:4][C:5]1[CH:13]=[CH:12][CH:11]=[C:10]2[C:6]=1[C:7]([NH2:14])=[N:8][NH:9]2.ClC1SC(S(N(S(C2SC(Cl)=CC=2)(=O)=O)C2C3C(=CC=CC=3OC)N(C(OC(C)(C)C)=O)N=2)(=O)=O)=CC=1.Cl[CH2:53][C:54]1[CH:59]=[CH:58][C:57]([O:60][CH3:61])=[C:56]([O:62][CH3:63])[CH:55]=1. The catalyst is CS(C)=O.O. The product is [CH3:63][O:62][C:56]1[CH:55]=[C:54]([CH2:53][N:9]2[C:10]3[C:6](=[C:5]([O:4][CH3:3])[CH:13]=[CH:12][CH:11]=3)[C:7]([NH2:14])=[N:8]2)[CH:59]=[CH:58][C:57]=1[O:60][CH3:61]. The yield is 0.840. (8) The reactants are [CH3:1][C:2]1[C:10]([N+:11]([O-:13])=[O:12])=[CH:9][CH:8]=[CH:7][C:3]=1[C:4]([OH:6])=[O:5].[Br:14]N1C(C)(C)C(=O)N(Br)C1=O. The catalyst is OS(O)(=O)=O. The product is [Br:14][C:8]1[CH:9]=[C:10]([N+:11]([O-:13])=[O:12])[C:2]([CH3:1])=[C:3]([CH:7]=1)[C:4]([OH:6])=[O:5]. The yield is 0.979.